Predict the reactants needed to synthesize the given product. From a dataset of Full USPTO retrosynthesis dataset with 1.9M reactions from patents (1976-2016). (1) Given the product [CH2:1]([NH:3][C:4]1[CH:5]=[C:6]2[C:7](=[CH:8][C:9]=1[CH3:10])[C:12]([C:21]1[CH:20]=[CH:19][CH:18]=[C:17]3[C:16]=1[C:15]([C:14]([OH:13])=[O:25])=[CH:24][CH:23]=[CH:22]3)=[C:7]1[C:6](=[CH:5][C:4](=[N:3][CH2:1][CH3:2])[C:9]([CH3:10])=[CH:8]1)[O:11]2)[CH3:2], predict the reactants needed to synthesize it. The reactants are: [CH2:1]([NH:3][C:4]1[CH:5]=[C:6]([OH:11])[CH:7]=[CH:8][C:9]=1[CH3:10])[CH3:2].[C:12]1(=O)[C:21]2[C:16]3[C:17](=[CH:22][CH:23]=[CH:24][C:15]=3[C:14](=[O:25])[O:13]1)[CH:18]=[CH:19][CH:20]=2. (2) Given the product [NH2:14][C:13]1[N:12]=[CH:11][N:10]=[C:9]2[N:5]([CH:3]3[CH2:2][N:1]([C:34](=[O:36])[CH3:35])[CH2:4]3)[N:6]=[C:7]([C:15]3[CH:16]=[CH:17][C:18]([O:21][C:22]4[CH:27]=[CH:26][CH:25]=[CH:24][CH:23]=4)=[CH:19][CH:20]=3)[C:8]=12, predict the reactants needed to synthesize it. The reactants are: [NH:1]1[CH2:4][CH:3]([N:5]2[C:9]3=[N:10][CH:11]=[N:12][C:13]([NH2:14])=[C:8]3[C:7]([C:15]3[CH:20]=[CH:19][C:18]([O:21][C:22]4[CH:27]=[CH:26][CH:25]=[CH:24][CH:23]=4)=[CH:17][CH:16]=3)=[N:6]2)[CH2:2]1.C(=O)([O-])[O-].[K+].[K+].[C:34](OC(=O)C)(=[O:36])[CH3:35]. (3) Given the product [Cl:1][C:2]1[CH:7]=[CH:6][C:5]([CH2:8][CH2:9][CH2:10][N:11]([CH3:30])[C@H:12]2[CH2:17][CH2:16][C@H:15]([C:18]3[CH:27]=[CH:26][C:21]4[NH:22][C:23](=[O:25])[O:24][C:20]=4[CH:19]=3)[CH2:14][CH2:13]2)=[CH:4][CH:3]=1, predict the reactants needed to synthesize it. The reactants are: [Cl:1][C:2]1[CH:7]=[CH:6][C:5]([CH2:8][CH2:9][CH2:10][NH:11][C@H:12]2[CH2:17][CH2:16][C@H:15]([C:18]3[CH:27]=[CH:26][C:21]4[NH:22][C:23](=[O:25])[O:24][C:20]=4[CH:19]=3)[CH2:14][CH2:13]2)=[CH:4][CH:3]=1.[BH-](OC(C)=O)(OC(C)=O)O[C:30](C)=O.[Na+].[OH-].[Na+]. (4) Given the product [F:14][C:15]1[CH:16]=[C:17]([CH:20]=[C:21]([F:23])[CH:22]=1)[CH2:18][N:10]1[CH:9]=[CH:8][CH:7]=[C:3]([C:4]([OH:6])=[O:5])[C:2]1=[O:1], predict the reactants needed to synthesize it. The reactants are: [OH:1][C:2]1[N:10]=[CH:9][CH:8]=[CH:7][C:3]=1[C:4]([OH:6])=[O:5].O.[OH-].[K+].[F:14][C:15]1[CH:16]=[C:17]([CH:20]=[C:21]([F:23])[CH:22]=1)[CH2:18]Br. (5) The reactants are: [Si](Cl)([C:4]([CH3:7])([CH3:6])[CH3:5])(C)C.CN([CH:12]=[O:13])C.N1C=CN=[CH:15]1.[CH2:19]1O[C@@H:20]1[CH2:22]O.[C:24]([O:27][CH2:28][CH3:29])(=O)[CH3:25]. Given the product [C:4]([C:19]1[CH:20]=[CH:22][C:24]([O:27][CH2:28][C@@H:29]2[CH2:12][O:13]2)=[CH:25][CH:15]=1)([CH3:7])([CH3:6])[CH3:5], predict the reactants needed to synthesize it. (6) Given the product [C:1]([O:5][C:6](=[O:26])[NH:7][C:8]1[CH:13]=[CH:12][C:11]([C:14]#[C:15][C:16]2[CH:21]=[CH:20][CH:19]=[CH:18][C:17]=2[F:22])=[CH:10][C:9]=1[NH2:23])([CH3:4])([CH3:2])[CH3:3], predict the reactants needed to synthesize it. The reactants are: [C:1]([O:5][C:6](=[O:26])[NH:7][C:8]1[CH:13]=[CH:12][C:11]([C:14]#[C:15][C:16]2[CH:21]=[CH:20][CH:19]=[CH:18][C:17]=2[F:22])=[CH:10][C:9]=1[N+:23]([O-])=O)([CH3:4])([CH3:3])[CH3:2].O.O.Cl[Sn]Cl.